Predict the reaction yield, written as a fraction of the theoretical maximum amount of product (1.0 means a 100% yield; for example, 0.34 means a 34% yield). From a dataset of Reaction yield outcomes from USPTO patents with 853,638 reactions. (1) The reactants are Cl[C:2]1[N:7]=[C:6]([NH:8][C:9]2[CH:10]=[C:11]([CH2:14][OH:15])[NH:12][N:13]=2)[CH:5]=[CH:4][N:3]=1.[NH2:16][CH2:17][C:18]1[O:22][N:21]=[C:20]([C:23]([NH2:25])=[O:24])[CH:19]=1. No catalyst specified. The product is [OH:15][CH2:14][C:11]1[NH:12][N:13]=[C:9]([NH:8][C:6]2[CH:5]=[CH:4][N:3]=[C:2]([NH:16][CH2:17][C:18]3[O:22][N:21]=[C:20]([C:23]([NH2:25])=[O:24])[CH:19]=3)[N:7]=2)[CH:10]=1. The yield is 0.0400. (2) The reactants are [Cl:1][C:2]1[CH:3]=[C:4]([CH:15]=[CH:16][C:17]=1[F:18])[O:5][C:6]1[N:14]=[CH:13][CH:12]=[CH:11][C:7]=1[C:8]([OH:10])=O.S(Cl)(Cl)=O.C(N(C(C)C)C(C)C)C.[CH3:32][C:33]1[CH:34]=[C:35]2[C:40](=[CH:41][CH:42]=1)[NH:39][CH2:38][CH2:37][CH2:36]2. No catalyst specified. The product is [Cl:1][C:2]1[CH:3]=[C:4]([CH:15]=[CH:16][C:17]=1[F:18])[O:5][C:6]1[C:7]([C:8]([N:39]2[C:40]3[C:35](=[CH:34][C:33]([CH3:32])=[CH:42][CH:41]=3)[CH2:36][CH2:37][CH2:38]2)=[O:10])=[CH:11][CH:12]=[CH:13][N:14]=1. The yield is 0.0800.